Dataset: Catalyst prediction with 721,799 reactions and 888 catalyst types from USPTO. Task: Predict which catalyst facilitates the given reaction. Product: [C:20]([NH:19][C:16]([C:14]1[N:15]=[C:11]([C:8]2[CH:7]=[CH:6][C:5]([C:4]([OH:23])=[O:3])=[CH:10][CH:9]=2)[S:12][CH:13]=1)([CH3:18])[CH3:17])(=[O:22])[CH3:21]. Reactant: C([O:3][C:4](=[O:23])[C:5]1[CH:10]=[CH:9][C:8]([C:11]2[S:12][CH:13]=[C:14]([C:16]([NH:19][C:20](=[O:22])[CH3:21])([CH3:18])[CH3:17])[N:15]=2)=[CH:7][CH:6]=1)C.[OH-].[Na+]. The catalyst class is: 214.